From a dataset of Full USPTO retrosynthesis dataset with 1.9M reactions from patents (1976-2016). Predict the reactants needed to synthesize the given product. (1) Given the product [F:17][C:16]([F:18])([F:19])[C:15]([NH:14][CH:11]([CH:8]1[CH2:9][CH2:10][C:5](=[O:4])[CH2:6][CH2:7]1)[CH2:12][CH3:13])=[O:20], predict the reactants needed to synthesize it. The reactants are: O1[C:5]2([CH2:10][CH2:9][CH:8]([CH:11]([NH:14][C:15](=[O:20])[C:16]([F:19])([F:18])[F:17])[CH2:12][CH3:13])[CH2:7][CH2:6]2)[O:4]CC1. (2) Given the product [NH2:1][C:4]1[CH:5]=[C:6]([C:13]([OH:15])=[O:14])[CH:7]=[C:8]([CH:12]=1)[C:9]([OH:11])=[O:10].[CH2:16]([N:18]([CH2:23][CH3:24])[CH2:19][CH2:20][CH2:21][NH-:22])[CH3:17], predict the reactants needed to synthesize it. The reactants are: [N+:1]([C:4]1[CH:5]=[C:6]([C:13]([OH:15])=[O:14])[CH:7]=[C:8]([CH:12]=1)[C:9]([OH:11])=[O:10])([O-])=O.[CH2:16]([N:18]([CH2:23][CH3:24])[CH2:19][CH2:20][CH2:21][NH-:22])[CH3:17].[Cl-].[NH4+].C(O)(C)C. (3) Given the product [CH3:16][NH:19][C:3]([N:43]1[CH2:44][CH2:45][CH:40]([C:37]2[CH:38]=[CH:39][C:34]([C@@H:32]([N:28]3[CH2:27][CH2:26][C@:25]([CH2:24][C:23]([OH:22])([CH3:52])[CH3:53])([C:46]4[CH:51]=[CH:50][CH:49]=[CH:48][CH:47]=4)[O:30][C:29]3=[O:31])[CH3:33])=[CH:35][CH:36]=2)[CH2:41][CH2:42]1)=[O:6], predict the reactants needed to synthesize it. The reactants are: CN.[C:3]([O-:6])([O-])=O.[K+].[K+].ClC(OC1C=C[C:16]([N+:19]([O-])=O)=CC=1)=O.[OH:22][C:23]([CH3:53])([CH3:52])[CH2:24][C@@:25]1([C:46]2[CH:51]=[CH:50][CH:49]=[CH:48][CH:47]=2)[O:30][C:29](=[O:31])[N:28]([C@H:32]([C:34]2[CH:39]=[CH:38][C:37]([CH:40]3[CH2:45][CH2:44][NH:43][CH2:42][CH2:41]3)=[CH:36][CH:35]=2)[CH3:33])[CH2:27][CH2:26]1.N. (4) Given the product [C:1]([O:5][C:6]([N:8]1[CH2:12][CH2:11][C@@H:10]2[CH2:13][N:14]([CH3:18])[CH2:15][C@H:9]12)=[O:7])([CH3:4])([CH3:2])[CH3:3], predict the reactants needed to synthesize it. The reactants are: [C:1]([O:5][C:6]([N:8]1[CH2:12][CH2:11][C@@H:10]2[CH2:13][NH:14][CH2:15][C@H:9]12)=[O:7])([CH3:4])([CH3:3])[CH3:2].C=O.[C:18]([BH3-])#N.[Na+]. (5) Given the product [NH2:13][CH2:12][C@@H:2]([OH:1])[CH2:3][O:4][CH2:5][C:6]1[CH:11]=[CH:10][CH:9]=[CH:8][CH:7]=1, predict the reactants needed to synthesize it. The reactants are: [O:1]1[CH2:12][C@@H:2]1[CH2:3][O:4][CH2:5][C:6]1[CH:11]=[CH:10][CH:9]=[CH:8][CH:7]=1.[NH3:13].